From a dataset of Catalyst prediction with 721,799 reactions and 888 catalyst types from USPTO. Predict which catalyst facilitates the given reaction. (1) Reactant: [C:1]([O:5][C:6]([N:8]1[CH2:14][C:13]2[CH:15]=[C:16]([Cl:19])[CH:17]=[CH:18][C:12]=2[NH:11][C:10](=O)[CH2:9]1)=[O:7])([CH3:4])([CH3:3])[CH3:2].COC1C=CC(P2(=S)SP(=S)(C3C=CC(OC)=CC=3)[S:30]2)=CC=1. Product: [C:1]([O:5][C:6]([N:8]1[CH2:14][C:13]2[CH:15]=[C:16]([Cl:19])[CH:17]=[CH:18][C:12]=2[NH:11][C:10](=[S:30])[CH2:9]1)=[O:7])([CH3:4])([CH3:3])[CH3:2]. The catalyst class is: 7. (2) Reactant: C([O-])(O)=O.[Na+].OO.NC(N)=O.C([C:15]1[C:32]([F:33])=[CH:31][C:18]2[O:19][CH2:20][C:21](=[O:30])[N:22]([CH:23]([CH3:29])[C:24]([O:26][CH2:27][CH3:28])=[O:25])[C:17]=2[CH:16]=1)(=O)C.[C:34]([O:40]C(C(F)(F)F)=O)([C:36](F)(F)F)=[O:35]. Product: [C:34]([O:40][C:15]1[C:32]([F:33])=[CH:31][C:18]2[O:19][CH2:20][C:21](=[O:30])[N:22]([CH:23]([CH3:29])[C:24]([O:26][CH2:27][CH3:28])=[O:25])[C:17]=2[CH:16]=1)(=[O:35])[CH3:36]. The catalyst class is: 2.